From a dataset of Peptide-MHC class II binding affinity with 134,281 pairs from IEDB. Regression. Given a peptide amino acid sequence and an MHC pseudo amino acid sequence, predict their binding affinity value. This is MHC class II binding data. (1) The MHC is HLA-DQA10201-DQB10402 with pseudo-sequence HLA-DQA10201-DQB10402. The binding affinity (normalized) is 0.367. The peptide sequence is LGASQRGVGVAQGGV. (2) The peptide sequence is LLTSGMVIFFMSPKGK. The MHC is DRB3_0101 with pseudo-sequence DRB3_0101. The binding affinity (normalized) is 0. (3) The peptide sequence is INEPTCAAIAYGLDR. The MHC is HLA-DQA10501-DQB10301 with pseudo-sequence HLA-DQA10501-DQB10301. The binding affinity (normalized) is 0.615.